Task: Predict the product of the given reaction.. Dataset: Forward reaction prediction with 1.9M reactions from USPTO patents (1976-2016) (1) Given the reactants [Cl:1][C:2]1[C:24]([O:25][CH:26]([CH3:28])[CH3:27])=[CH:23][C:5]2[N:6]([CH:10]3[CH2:15][CH2:14][N:13](C(OC(C)(C)C)=O)[CH2:12][CH2:11]3)[C:7](=[O:9])[NH:8][C:4]=2[CH:3]=1.FC(F)(F)C(O)=O, predict the reaction product. The product is: [Cl:1][C:2]1[C:24]([O:25][CH:26]([CH3:28])[CH3:27])=[CH:23][C:5]2[N:6]([CH:10]3[CH2:11][CH2:12][NH:13][CH2:14][CH2:15]3)[C:7](=[O:9])[NH:8][C:4]=2[CH:3]=1. (2) Given the reactants C([Zn]CC)C.[CH:6]1([C:9]#[CH:10])[CH2:8][CH2:7]1.[Li]CCCC.[NH2:16][C:17]1[CH:22]=[CH:21][C:20]([CH3:23])=[CH:19][C:18]=1[C:24](=[O:29])[C:25]([F:28])([F:27])[F:26], predict the reaction product. The product is: [NH2:16][C:17]1[CH:22]=[CH:21][C:20]([CH3:23])=[CH:19][C:18]=1[C@@:24]([OH:29])([C:10]#[C:9][CH:6]1[CH2:8][CH2:7]1)[C:25]([F:26])([F:27])[F:28]. (3) Given the reactants [CH:1]1([N:4]2[CH2:9][CH2:8][N:7]([C:10]3[O:11][C:12]4[CH:18]=[CH:17][C:16]([C:19]#N)=[CH:15][C:13]=4[N:14]=3)[CH2:6][CH2:5]2)[CH2:3][CH2:2]1.CC(C[AlH]CC(C)C)C.C[OH:31].O, predict the reaction product. The product is: [CH:1]1([N:4]2[CH2:9][CH2:8][N:7]([C:10]3[O:11][C:12]4[CH:18]=[CH:17][C:16]([CH:19]=[O:31])=[CH:15][C:13]=4[N:14]=3)[CH2:6][CH2:5]2)[CH2:3][CH2:2]1. (4) Given the reactants [NH2:1][C:2]1[S:3][C:4]2[CH:10]=[C:9]([C:11]([OH:13])=O)[CH:8]=[CH:7][C:5]=2[N:6]=1.[CH2:14]1[C@H:23]2[C@H:18]([CH2:19][CH2:20][C:21]3[CH:27]=[CH:26][CH:25]=[CH:24][C:22]=32)[NH:17][CH2:16][CH2:15]1.F[P-](F)(F)(F)(F)F.N1(OC(N(C)C)=[N+](C)C)C2N=CC=CC=2N=N1, predict the reaction product. The product is: [NH2:1][C:2]1[S:3][C:4]2[CH:10]=[C:9]([C:11]([N:17]3[C@@H:18]4[C@@H:23]([C:22]5[CH:24]=[CH:25][CH:26]=[CH:27][C:21]=5[CH2:20][CH2:19]4)[CH2:14][CH2:15][CH2:16]3)=[O:13])[CH:8]=[CH:7][C:5]=2[N:6]=1.